Regression. Given a peptide amino acid sequence and an MHC pseudo amino acid sequence, predict their binding affinity value. This is MHC class I binding data. From a dataset of Peptide-MHC class I binding affinity with 185,985 pairs from IEDB/IMGT. (1) The peptide sequence is LSSIKSKSR. The MHC is HLA-A33:01 with pseudo-sequence HLA-A33:01. The binding affinity (normalized) is 0.320. (2) The peptide sequence is SLENFRAYV. The MHC is HLA-A02:01 with pseudo-sequence HLA-A02:01. The binding affinity (normalized) is 0.568. (3) The peptide sequence is HPVHAGPIA. The MHC is Patr-B1301 with pseudo-sequence Patr-B1301. The binding affinity (normalized) is 0.894. (4) The peptide sequence is SMLPPGYPV. The MHC is HLA-A02:06 with pseudo-sequence HLA-A02:06. The binding affinity (normalized) is 1.00. (5) The peptide sequence is VMYMGTLSY. The MHC is HLA-A30:02 with pseudo-sequence HLA-A30:02. The binding affinity (normalized) is 1.00. (6) The MHC is HLA-B54:01 with pseudo-sequence HLA-B54:01. The binding affinity (normalized) is 0.152. The peptide sequence is IPRRNVATL. (7) The peptide sequence is EKWKKKLNQL. The MHC is HLA-B08:01 with pseudo-sequence HLA-B08:01. The binding affinity (normalized) is 0.409. (8) The peptide sequence is GLADQLIHI. The MHC is HLA-A02:01 with pseudo-sequence HLA-A02:01. The binding affinity (normalized) is 0.686. (9) The peptide sequence is FVTISKDNL. The MHC is HLA-A02:02 with pseudo-sequence HLA-A02:02. The binding affinity (normalized) is 0.350.